From a dataset of Peptide-MHC class II binding affinity with 134,281 pairs from IEDB. Regression. Given a peptide amino acid sequence and an MHC pseudo amino acid sequence, predict their binding affinity value. This is MHC class II binding data. (1) The peptide sequence is KCKYPEGTKVTFHVE. The MHC is DRB5_0101 with pseudo-sequence DRB5_0101. The binding affinity (normalized) is 0.129. (2) The peptide sequence is EMPSEEGYQDYEPEA. The MHC is HLA-DQA10501-DQB10201 with pseudo-sequence HLA-DQA10501-DQB10201. The binding affinity (normalized) is 0.280.